From a dataset of Reaction yield outcomes from USPTO patents with 853,638 reactions. Predict the reaction yield, written as a fraction of the theoretical maximum amount of product (1.0 means a 100% yield; for example, 0.34 means a 34% yield). The reactants are [CH3:1][O:2][C:3](=[O:16])[C:4]([C:7]1[CH:12]=[CH:11][C:10]([CH2:13][CH2:14][OH:15])=[CH:9][CH:8]=1)([CH3:6])[CH3:5].C(N(CC)CC)C.[CH3:24][S:25](Cl)(=[O:27])=[O:26].ClCCl. The catalyst is O. The product is [CH3:1][O:2][C:3](=[O:16])[C:4]([C:7]1[CH:8]=[CH:9][C:10]([CH2:13][CH2:14][O:15][S:25]([CH3:24])(=[O:27])=[O:26])=[CH:11][CH:12]=1)([CH3:6])[CH3:5]. The yield is 1.00.